From a dataset of Serine/threonine kinase 33 screen with 319,792 compounds. Binary Classification. Given a drug SMILES string, predict its activity (active/inactive) in a high-throughput screening assay against a specified biological target. (1) The drug is o1c(nnc1c1cc([N+]([O-])=O)ccc1)C12CC3CC(C1)CC(C2)C3. The result is 0 (inactive). (2) The molecule is S(=O)(=O)(N(C)C)c1cc(NC(=O)C(c2cc3c(cc2)cc(OC)cc3)C)ccc1. The result is 0 (inactive).